Task: Predict the reaction yield, written as a fraction of the theoretical maximum amount of product (1.0 means a 100% yield; for example, 0.34 means a 34% yield).. Dataset: Reaction yield outcomes from USPTO patents with 853,638 reactions (1) The reactants are [CH2:1]([O:8][C:9]1[CH:14]=[CH:13][C:12]([CH2:15][C:16]#[N:17])=[CH:11][CH:10]=1)[C:2]1[CH:7]=[CH:6][CH:5]=[CH:4][CH:3]=1.[Li].C[Si](N[Si](C)(C)C)(C)C.[C:28]1(=[O:34])[CH2:33][CH2:32][CH2:31][CH2:30][CH2:29]1.O. The catalyst is O1CCCC1. The product is [C:16]([CH:15]([C:12]1[CH:11]=[CH:10][C:9]([O:8][CH2:1][C:2]2[CH:3]=[CH:4][CH:5]=[CH:6][CH:7]=2)=[CH:14][CH:13]=1)[C:28]1([OH:34])[CH2:33][CH2:32][CH2:31][CH2:30][CH2:29]1)#[N:17]. The yield is 0.700. (2) The reactants are C[N:2](C)[CH:3]=[CH:4][C:5]([C:7]1[C:12](=[O:13])[CH:11]=[CH:10][N:9]([C:14]2[CH:19]=[CH:18][CH:17]=[C:16]([C:20]([F:23])([F:22])[F:21])[CH:15]=2)[N:8]=1)=O.Cl.[CH3:26][O:27][C:28]1[CH:33]=[CH:32][C:31]([NH:34]N)=[CH:30][CH:29]=1.CCN(CC)CC. The catalyst is C(O)C. The product is [CH3:26][O:27][C:28]1[CH:33]=[CH:32][C:31]([N:34]2[C:5]([C:7]3[C:12](=[O:13])[CH:11]=[CH:10][N:9]([C:14]4[CH:19]=[CH:18][CH:17]=[C:16]([C:20]([F:23])([F:22])[F:21])[CH:15]=4)[N:8]=3)=[CH:4][CH:3]=[N:2]2)=[CH:30][CH:29]=1. The yield is 0.370. (3) The product is [C:1]([O:5][C:6]([N:8]1[CH:13]([C:14]2[NH:15][C:16]([C:19]3[CH:24]=[CH:23][C:22]([C:56]4[CH:55]=[CH:54][C:53]([C:50]5[NH:49][C:48]([CH:47]6[CH2:46][CH:45]7[CH:43]([CH2:44]7)[N:42]6[C:40]([O:39][C:35]([CH3:37])([CH3:36])[CH3:38])=[O:41])=[N:52][CH:51]=5)=[CH:58][CH:57]=4)=[CH:21][CH:20]=3)=[CH:17][N:18]=2)[CH:12]2[CH2:34][CH:9]1[CH2:10][CH2:11]2)=[O:7])([CH3:4])([CH3:2])[CH3:3]. The reactants are [C:1]([O:5][C:6]([N:8]1[CH:13]([C:14]2[NH:15][C:16]([C:19]3[CH:24]=[CH:23][C:22](B4OC(C)(C)C(C)(C)O4)=[CH:21][CH:20]=3)=[CH:17][N:18]=2)[CH:12]2[CH2:34][CH:9]1[CH2:10][CH2:11]2)=[O:7])([CH3:4])([CH3:3])[CH3:2].[C:35]([O:39][C:40]([N:42]1[CH:47]([C:48]2[NH:49][C:50]([C:53]3[CH:58]=[CH:57][C:56](Br)=[CH:55][CH:54]=3)=[CH:51][N:52]=2)[CH2:46][CH:45]2[CH:43]1[CH2:44]2)=[O:41])([CH3:38])([CH3:37])[CH3:36].P([O-])([O-])([O-])=O.[K+].[K+].[K+]. The catalyst is COCCOC.C1C=CC([P]([Pd]([P](C2C=CC=CC=2)(C2C=CC=CC=2)C2C=CC=CC=2)([P](C2C=CC=CC=2)(C2C=CC=CC=2)C2C=CC=CC=2)[P](C2C=CC=CC=2)(C2C=CC=CC=2)C2C=CC=CC=2)(C2C=CC=CC=2)C2C=CC=CC=2)=CC=1. The yield is 0.620. (4) The reactants are [Li]CCCC.[O:6]1[CH:10]=[CH:9][N:8]=[CH:7]1.O([Si:19]([CH:26]([CH3:28])[CH3:27])([CH:23]([CH3:25])[CH3:24])[CH:20]([CH3:22])[CH3:21])S(C(F)(F)F)(=O)=O. The catalyst is C(OCC)C. The product is [CH:20]([Si:19]([CH:26]([CH3:28])[CH3:27])([CH:23]([CH3:25])[CH3:24])[C:7]1[O:6][CH:10]=[CH:9][N:8]=1)([CH3:22])[CH3:21]. The yield is 0.930.